Task: Predict the reaction yield, written as a fraction of the theoretical maximum amount of product (1.0 means a 100% yield; for example, 0.34 means a 34% yield).. Dataset: Reaction yield outcomes from USPTO patents with 853,638 reactions The reactants are [Cl:1][C:2]1[CH:3]=[C:4]([C@@H:12]([CH2:16][CH:17]2[CH2:22][CH2:21][C:20](=[O:23])[CH2:19][CH2:18]2)[C:13](O)=[O:14])[CH:5]=[CH:6][C:7]=1[S:8]([CH3:11])(=[O:10])=[O:9].C1(P(C2C=CC=CC=2)C2C=CC=CC=2)C=CC=CC=1.BrN1C(=O)CCC1=O.[NH2:51][C:52]1[CH:57]=[CH:56][C:55]([CH3:58])=[CH:54][N:53]=1.N1C(C)=CC=CC=1C. The catalyst is C(Cl)Cl. The product is [Cl:1][C:2]1[CH:3]=[C:4]([C@@H:12]([CH2:16][CH:17]2[CH2:22][CH2:21][C:20](=[O:23])[CH2:19][CH2:18]2)[C:13]([NH:51][C:52]2[CH:57]=[CH:56][C:55]([CH3:58])=[CH:54][N:53]=2)=[O:14])[CH:5]=[CH:6][C:7]=1[S:8]([CH3:11])(=[O:9])=[O:10]. The yield is 0.610.